From a dataset of Full USPTO retrosynthesis dataset with 1.9M reactions from patents (1976-2016). Predict the reactants needed to synthesize the given product. (1) Given the product [C:1]([C:5]1[CH:10]=[C:9]([CH2:11][C:18]#[N:20])[CH:8]=[C:7]([C:12]([CH3:15])([CH3:14])[CH3:13])[CH:6]=1)([CH3:4])([CH3:3])[CH3:2], predict the reactants needed to synthesize it. The reactants are: [C:1]([C:5]1[CH:10]=[C:9]([CH3:11])[CH:8]=[C:7]([C:12]([CH3:15])([CH3:14])[CH3:13])[CH:6]=1)([CH3:4])([CH3:3])[CH3:2].C1C(=O)[N:20](Br)[C:18](=O)C1.[C-]#N.[Na+].O. (2) Given the product [Br:28][C:29]1[CH:30]=[C:31]([F:54])[C:32]2[O:36][CH:35]([CH:37]3[CH2:38][CH2:39][N:40]([C:43]4[N:44]=[CH:45][C:46]([CH2:49][CH2:50][CH3:51])=[CH:47][N:48]=4)[CH2:41][CH2:42]3)[CH2:34][C:33]=2[CH:53]=1, predict the reactants needed to synthesize it. The reactants are: BrC1C=C(F)C2OC(C3CCNCC3)CC=2C=1.ClC1N=CC(CCC)=CN=1.[Br:28][C:29]1[CH:30]=[C:31]([F:54])[C:32]2[O:36][CH:35]([C:37]3(O)[CH2:42][CH2:41][N:40]([C:43]4[N:48]=[CH:47][C:46]([CH2:49][CH2:50][CH3:51])=[CH:45][N:44]=4)[CH2:39][CH2:38]3)[CH2:34][C:33]=2[CH:53]=1.